Dataset: NCI-60 drug combinations with 297,098 pairs across 59 cell lines. Task: Regression. Given two drug SMILES strings and cell line genomic features, predict the synergy score measuring deviation from expected non-interaction effect. (1) Drug 1: C1=CC(=CC=C1CCCC(=O)O)N(CCCl)CCCl. Drug 2: C1=CN(C=N1)CC(O)(P(=O)(O)O)P(=O)(O)O. Cell line: SNB-19. Synergy scores: CSS=-0.587, Synergy_ZIP=-5.82, Synergy_Bliss=-11.0, Synergy_Loewe=-14.6, Synergy_HSA=-12.1. (2) Drug 1: CC1C(C(CC(O1)OC2CC(CC3=C2C(=C4C(=C3O)C(=O)C5=C(C4=O)C(=CC=C5)OC)O)(C(=O)C)O)N)O.Cl. Drug 2: CCCCCOC(=O)NC1=NC(=O)N(C=C1F)C2C(C(C(O2)C)O)O. Cell line: SF-268. Synergy scores: CSS=30.8, Synergy_ZIP=3.21, Synergy_Bliss=5.42, Synergy_Loewe=-23.8, Synergy_HSA=2.39. (3) Drug 1: CC(C1=C(C=CC(=C1Cl)F)Cl)OC2=C(N=CC(=C2)C3=CN(N=C3)C4CCNCC4)N. Drug 2: CNC(=O)C1=CC=CC=C1SC2=CC3=C(C=C2)C(=NN3)C=CC4=CC=CC=N4. Cell line: LOX IMVI. Synergy scores: CSS=13.5, Synergy_ZIP=-0.833, Synergy_Bliss=5.02, Synergy_Loewe=5.62, Synergy_HSA=6.97. (4) Drug 1: C1CN1P(=S)(N2CC2)N3CC3. Drug 2: C1CN1C2=NC(=NC(=N2)N3CC3)N4CC4. Cell line: CCRF-CEM. Synergy scores: CSS=80.7, Synergy_ZIP=1.97, Synergy_Bliss=1.06, Synergy_Loewe=-0.183, Synergy_HSA=1.25. (5) Drug 1: C1=NC2=C(N=C(N=C2N1C3C(C(C(O3)CO)O)F)Cl)N. Drug 2: C(CC(=O)O)C(=O)CN.Cl. Cell line: OVCAR-4. Synergy scores: CSS=7.66, Synergy_ZIP=-2.92, Synergy_Bliss=-0.652, Synergy_Loewe=-1.90, Synergy_HSA=-2.01. (6) Drug 1: C1=CC(=CC=C1CCC2=CNC3=C2C(=O)NC(=N3)N)C(=O)NC(CCC(=O)O)C(=O)O. Drug 2: CN1C(=O)N2C=NC(=C2N=N1)C(=O)N. Cell line: SF-295. Synergy scores: CSS=35.8, Synergy_ZIP=4.08, Synergy_Bliss=4.69, Synergy_Loewe=-1.85, Synergy_HSA=5.38.